This data is from NCI-60 drug combinations with 297,098 pairs across 59 cell lines. The task is: Regression. Given two drug SMILES strings and cell line genomic features, predict the synergy score measuring deviation from expected non-interaction effect. (1) Drug 1: CC1=C(C(=CC=C1)Cl)NC(=O)C2=CN=C(S2)NC3=CC(=NC(=N3)C)N4CCN(CC4)CCO. Drug 2: C1CN(CCN1C(=O)CCBr)C(=O)CCBr. Cell line: NCI-H226. Synergy scores: CSS=7.37, Synergy_ZIP=-5.04, Synergy_Bliss=-1.40, Synergy_Loewe=-2.16, Synergy_HSA=-1.18. (2) Drug 1: CCC1=CC2CC(C3=C(CN(C2)C1)C4=CC=CC=C4N3)(C5=C(C=C6C(=C5)C78CCN9C7C(C=CC9)(C(C(C8N6C)(C(=O)OC)O)OC(=O)C)CC)OC)C(=O)OC.C(C(C(=O)O)O)(C(=O)O)O. Drug 2: CC1=C(C(CCC1)(C)C)C=CC(=CC=CC(=CC(=O)O)C)C. Cell line: SN12C. Synergy scores: CSS=39.2, Synergy_ZIP=-11.7, Synergy_Bliss=-1.99, Synergy_Loewe=-4.88, Synergy_HSA=1.76. (3) Drug 1: C1=CC(=CC=C1C#N)C(C2=CC=C(C=C2)C#N)N3C=NC=N3. Drug 2: N.N.Cl[Pt+2]Cl. Cell line: COLO 205. Synergy scores: CSS=5.88, Synergy_ZIP=-4.91, Synergy_Bliss=0.396, Synergy_Loewe=-3.84, Synergy_HSA=-3.40. (4) Drug 1: CC=C1C(=O)NC(C(=O)OC2CC(=O)NC(C(=O)NC(CSSCCC=C2)C(=O)N1)C(C)C)C(C)C. Drug 2: CC1=C(C(=CC=C1)Cl)NC(=O)C2=CN=C(S2)NC3=CC(=NC(=N3)C)N4CCN(CC4)CCO. Cell line: OVCAR-5. Synergy scores: CSS=67.6, Synergy_ZIP=-1.99, Synergy_Bliss=-2.98, Synergy_Loewe=-1.26, Synergy_HSA=-0.111.